From a dataset of Full USPTO retrosynthesis dataset with 1.9M reactions from patents (1976-2016). Predict the reactants needed to synthesize the given product. (1) Given the product [NH2:1][C:4]1[CH:5]=[CH:6][C:7]([S:10]([N:13]2[C:21]3[C:16](=[CH:17][C:18]([CH:22]=[CH:23][C:24]([NH:26][OH:27])=[O:25])=[CH:19][CH:20]=3)[CH2:15][CH2:14]2)(=[O:12])=[O:11])=[CH:8][CH:9]=1, predict the reactants needed to synthesize it. The reactants are: [N+:1]([C:4]1[CH:9]=[CH:8][C:7]([S:10]([N:13]2[C:21]3[C:16](=[CH:17][C:18]([CH:22]=[CH:23][C:24]([NH:26][OH:27])=[O:25])=[CH:19][CH:20]=3)[CH2:15][CH2:14]2)(=[O:12])=[O:11])=[CH:6][CH:5]=1)([O-])=O.[Cl-].[NH4+]. (2) Given the product [NH:21]1[C:29]2=[N:28][CH:27]=[CH:26][CH:25]=[C:24]2[C:23]([CH:30]=[C:8]2[O:7][C:6]([N:5]([CH2:17][CH2:18][O:19][CH3:20])[CH2:4][CH2:3][O:2][CH3:1])=[C:10]([C:11]([O:13][CH2:14][CH3:15])=[O:12])[C:9]2=[O:16])=[CH:22]1, predict the reactants needed to synthesize it. The reactants are: [CH3:1][O:2][CH2:3][CH2:4][N:5]([CH2:17][CH2:18][O:19][CH3:20])[C:6]1[O:7][CH2:8][C:9](=[O:16])[C:10]=1[C:11]([O:13][CH2:14][CH3:15])=[O:12].[NH:21]1[C:29]2[C:24](=[CH:25][CH:26]=[CH:27][N:28]=2)[C:23]([CH:30]=O)=[CH:22]1.N1CCC[C@H]1C(O)=O. (3) Given the product [CH3:26][O:25][C:22]1[CH:21]=[CH:20][C:19]([CH2:18][N:17]2[C:12]3[NH:10][N:11]=[C:8]([NH:7][C:1]4[CH:6]=[CH:5][CH:4]=[CH:3][CH:2]=4)[C:13]=3[C:14](=[O:29])[N:15]([CH3:28])[C:16]2=[O:27])=[CH:24][CH:23]=1, predict the reactants needed to synthesize it. The reactants are: [C:1]1([N:7]=[C:8]=S)[CH:6]=[CH:5][CH:4]=[CH:3][CH:2]=1.[NH:10]([C:12]1[N:17]([CH2:18][C:19]2[CH:24]=[CH:23][C:22]([O:25][CH3:26])=[CH:21][CH:20]=2)[C:16](=[O:27])[N:15]([CH3:28])[C:14](=[O:29])[CH:13]=1)[NH2:11]. (4) The reactants are: [CH3:1][O:2][C:3]1[CH:8]=[CH:7][C:6]([NH:9][C:10]2[C:11](=[O:22])[NH:12][C:13](=[O:21])[C:14]=2[C:15]2[CH:20]=[CH:19][CH:18]=[CH:17][CH:16]=2)=[CH:5][CH:4]=1.[CH2:23](O)[C:24]1[CH:29]=[CH:28][CH:27]=[CH:26][CH:25]=1.N(C(OCC)=O)=NC(OCC)=O.C1(P(C2C=CC=CC=2)C2C=CC=CC=2)C=CC=CC=1. Given the product [CH2:23]([N:12]1[C:13](=[O:21])[C:14]([C:15]2[CH:20]=[CH:19][CH:18]=[CH:17][CH:16]=2)=[C:10]([NH:9][C:6]2[CH:5]=[CH:4][C:3]([O:2][CH3:1])=[CH:8][CH:7]=2)[C:11]1=[O:22])[C:24]1[CH:29]=[CH:28][CH:27]=[CH:26][CH:25]=1, predict the reactants needed to synthesize it. (5) The reactants are: CC1(C)[O:7][C@@H:6]([CH2:8][C:9]([O:11][CH2:12][CH3:13])=[O:10])[CH2:5][C@@H:4](/[CH:14]=[CH:15]/[C:16]2[CH:17]=[N:18][N:19]([C:31]3[CH:36]=[CH:35][N:34]=[C:33]([NH:37][C:38]4[CH:43]=[CH:42][CH:41]=[CH:40][CH:39]=4)[N:32]=3)[C:20]=2[C:21]2[CH:26]=[CH:25][CH:24]=[C:23]([C:27]([F:30])([F:29])[F:28])[CH:22]=2)[O:3]1.O.C1(C)C=CC(S(O)(=O)=O)=CC=1.O.C1(C)C=CC(S(O)(=O)=O)=CC=1. Given the product [OH:7][C@H:6]([CH2:5][C@H:4]([OH:3])/[CH:14]=[CH:15]/[C:16]1[CH:17]=[N:18][N:19]([C:31]2[CH:36]=[CH:35][N:34]=[C:33]([NH:37][C:38]3[CH:39]=[CH:40][CH:41]=[CH:42][CH:43]=3)[N:32]=2)[C:20]=1[C:21]1[CH:26]=[CH:25][CH:24]=[C:23]([C:27]([F:28])([F:30])[F:29])[CH:22]=1)[CH2:8][C:9]([O:11][CH2:12][CH3:13])=[O:10], predict the reactants needed to synthesize it.